This data is from Forward reaction prediction with 1.9M reactions from USPTO patents (1976-2016). The task is: Predict the product of the given reaction. (1) Given the reactants [F:1][C:2]1[CH:3]=[CH:4][C:5]([O:24][CH3:25])=[C:6]([C:8]2[CH:13]=[CH:12][N:11]=[C:10]3[NH:14][C:15]([C:17]4[CH2:22][CH2:21][C:20](=O)[CH2:19][CH:18]=4)=[CH:16][C:9]=23)[CH:7]=1.C(N(CC)CC)C.C(O)(=O)C.Cl.[NH2:38][C@H:39]([CH:47]([CH3:49])[CH3:48])[C:40]([O:42]C(C)(C)C)=[O:41].C([BH3-])#N, predict the reaction product. The product is: [F:1][C:2]1[CH:3]=[CH:4][C:5]([O:24][CH3:25])=[C:6]([C:8]2[CH:13]=[CH:12][N:11]=[C:10]3[NH:14][C:15]([C:17]4[CH2:22][CH2:21][CH:20]([NH:38][C@@H:39]([C:40]([OH:42])=[O:41])[CH:47]([CH3:49])[CH3:48])[CH2:19][CH:18]=4)=[CH:16][C:9]=23)[CH:7]=1. (2) Given the reactants Cl[C:2]1[N:3](C2CCCCO2)[C:4]2[C:9]([N:10]=1)=[C:8]([C:11]1[CH:16]=[CH:15][C:14]([CH3:17])=[CH:13][C:12]=1[CH3:18])[N:7]=[C:6]([S:19][CH3:20])[N:5]=2.[CH3:27][Li], predict the reaction product. The product is: [CH3:18][C:12]1[CH:13]=[C:14]([CH3:17])[CH:15]=[CH:16][C:11]=1[C:8]1[N:7]=[C:6]([S:19][CH3:20])[N:5]=[C:4]2[C:9]=1[N:10]=[C:2]([CH3:27])[NH:3]2. (3) Given the reactants [CH2:1]([O:3][C:4]([C:6]1[CH:11]=[CH:10][C:9]([C@@H:12]([NH:14][NH:15][C:16]([O:18][C:19]([CH3:22])([CH3:21])[CH3:20])=[O:17])[CH3:13])=[CH:8][CH:7]=1)=[O:5])[CH3:2].C(OC(NN=C(C1C=CC(C(OCC)=O)=CC=1)C)=O)(C)(C)C.[H][H], predict the reaction product. The product is: [CH2:1]([O:3][C:4]([C:6]1[CH:11]=[CH:10][C:9]([CH:12]([NH:14][NH:15][C:16]([O:18][C:19]([CH3:21])([CH3:20])[CH3:22])=[O:17])[CH3:13])=[CH:8][CH:7]=1)=[O:5])[CH3:2]. (4) Given the reactants BrC1N2N=C(F)C=CC2=NC=1.NCCC[N:16]1[CH2:20][CH2:19][CH2:18][C:17]1=[O:21].[Br:22][C:23]1[N:27]2[N:28]=[C:29]([NH:32][CH2:33][CH2:34][CH2:35]N(C)C3C=CC=CC=3)[CH:30]=[CH:31][C:26]2=[N:25][CH:24]=1, predict the reaction product. The product is: [Br:22][C:23]1[N:27]2[N:28]=[C:29]([NH:32][CH2:33][CH2:34][CH2:35][CH:18]3[CH2:19][CH2:20][NH:16][C:17]3=[O:21])[CH:30]=[CH:31][C:26]2=[N:25][CH:24]=1. (5) Given the reactants [CH3:1][C:2]1[C:3](=[O:13])[C:4]2[C:9]([C:10](=O)[CH:11]=1)=[CH:8][CH:7]=[CH:6][CH:5]=2.[OH:14][C:15]1[CH:24]=[CH:23][C:18]([C:19]([NH:21][NH2:22])=[O:20])=[CH:17][C:16]=1[O:25][CH3:26].C(O)(=O)C, predict the reaction product. The product is: [CH3:1][C:2]1[C:3](=[O:13])[C:4]2[C:9](=[CH:8][CH:7]=[CH:6][CH:5]=2)/[C:10](=[N:22]/[NH:21][C:19](=[O:20])[C:18]2[CH:23]=[CH:24][C:15]([OH:14])=[C:16]([O:25][CH3:26])[CH:17]=2)/[CH:11]=1.